This data is from Peptide-MHC class II binding affinity with 134,281 pairs from IEDB. The task is: Regression. Given a peptide amino acid sequence and an MHC pseudo amino acid sequence, predict their binding affinity value. This is MHC class II binding data. (1) The binding affinity (normalized) is 0.238. The peptide sequence is KMIGGIGGFIKVRQYDQILI. The MHC is DRB1_0405 with pseudo-sequence DRB1_0405. (2) The peptide sequence is LTGYSLFQKEKMVLN. The MHC is HLA-DQA10401-DQB10402 with pseudo-sequence HLA-DQA10401-DQB10402. The binding affinity (normalized) is 0.315. (3) The peptide sequence is GKWLDAKSTWYGKPT. The MHC is DRB1_1201 with pseudo-sequence DRB1_1201. The binding affinity (normalized) is 0.247. (4) The peptide sequence is PGMAKIPAGELQIID. The MHC is DRB1_1201 with pseudo-sequence DRB1_1201. The binding affinity (normalized) is 0.298.